This data is from Forward reaction prediction with 1.9M reactions from USPTO patents (1976-2016). The task is: Predict the product of the given reaction. (1) Given the reactants [F:1][C:2]1[CH:3]=[C:4]([CH:7]=[CH:8][C:9]=1[I:10])[C:5]#[N:6].C([O-])([O-])=[O:12].[K+].[K+].OO, predict the reaction product. The product is: [F:1][C:2]1[CH:3]=[C:4]([CH:7]=[CH:8][C:9]=1[I:10])[C:5]([NH2:6])=[O:12]. (2) Given the reactants [NH2:1][C:2]1[N:10]=[C:9]([O:11][CH2:12][CH2:13][O:14][CH3:15])[N:8]=[C:7]2[C:3]=1[N:4]=[C:5]([OH:23])[N:6]2[CH2:16][C:17]1[CH:22]=[CH:21][CH:20]=[CH:19][CH:18]=1.CCN(C(C)C)C(C)C.Cl[C:34]([O:36][CH2:37][CH3:38])=[O:35].CO, predict the reaction product. The product is: [CH2:37]([O:36][C:34](=[O:35])[O:23][C:5]1[N:6]([CH2:16][C:17]2[CH:22]=[CH:21][CH:20]=[CH:19][CH:18]=2)[C:7]2[C:3]([N:4]=1)=[C:2]([NH2:1])[N:10]=[C:9]([O:11][CH2:12][CH2:13][O:14][CH3:15])[N:8]=2)[CH3:38]. (3) Given the reactants [Br:1][C:2]1[CH:7]=[CH:6][CH:5]=[C:4]([CH2:8]Br)[CH:3]=1.[CH2:10]([Mg]Br)[CH2:11][CH3:12].[Cl-].[NH4+].O, predict the reaction product. The product is: [Br:1][C:2]1[CH:7]=[CH:6][CH:5]=[C:4]([CH2:8][CH2:10][CH2:11][CH3:12])[CH:3]=1. (4) Given the reactants Cl[C:2]([O:4][C:5]1[CH:10]=[CH:9][C:8]([N+:11]([O-:13])=[O:12])=[CH:7][CH:6]=1)=[O:3].C(N(C(C)C)CC)(C)C.[CH2:23]([O:25]/[C:26](=[CH:32]\[C:33]1[CH:34]=[N:35][C:36]([C:39]2[CH:44]=[CH:43][CH:42]=[C:41]([NH:45][CH3:46])[CH:40]=2)=[CH:37][CH:38]=1)/[C:27]([O:29][CH2:30][CH3:31])=[O:28])[CH3:24].O, predict the reaction product. The product is: [CH2:23]([O:25]/[C:26](=[CH:32]\[C:33]1[CH:34]=[N:35][C:36]([C:39]2[CH:44]=[CH:43][CH:42]=[C:41]([N:45]([CH3:46])[C:2]([O:4][C:5]3[CH:10]=[CH:9][C:8]([N+:11]([O-:13])=[O:12])=[CH:7][CH:6]=3)=[O:3])[CH:40]=2)=[CH:37][CH:38]=1)/[C:27]([O:29][CH2:30][CH3:31])=[O:28])[CH3:24]. (5) The product is: [CH2:16]([C:11]1[CH:10]=[CH:9][C:8]([F:7])=[CH:13][C:12]=1[NH2:14])[CH3:17]. Given the reactants C([O-])([O-])=O.[Cs+].[Cs+].[F:7][C:8]1[CH:9]=[CH:10][C:11](I)=[C:12]([NH2:14])[CH:13]=1.[CH2:16](B(CC)CC)[CH3:17], predict the reaction product. (6) The product is: [CH:12]([C:13]1[CH:14]=[C:15]([CH:18]=[CH:19][N:20]=1)[C:16]#[N:17])=[O:11]. Given the reactants C(Cl)(=O)C(Cl)=O.CS(C)=O.[OH:11][CH2:12][C:13]1[CH:14]=[C:15]([CH:18]=[CH:19][N:20]=1)[C:16]#[N:17].C(N(CC)CC)C, predict the reaction product. (7) Given the reactants Br[C:2]1[C:10]2[N:9]3[CH2:11][CH2:12][NH:13][C:14](=[O:15])[C:8]3=[C:7]([CH3:16])[C:6]=2[CH:5]=[C:4]([Cl:17])[CH:3]=1.[OH:18][CH2:19][C:20]1[CH:25]=[CH:24][C:23](B(O)O)=[CH:22][CH:21]=1, predict the reaction product. The product is: [Cl:17][C:4]1[CH:3]=[C:2]([C:23]2[CH:24]=[CH:25][C:20]([CH2:19][OH:18])=[CH:21][CH:22]=2)[C:10]2[N:9]3[CH2:11][CH2:12][NH:13][C:14](=[O:15])[C:8]3=[C:7]([CH3:16])[C:6]=2[CH:5]=1. (8) Given the reactants BrC1C=CC(S(O[CH2:12][CH2:13][CH:14]2[CH2:19][CH2:18][C:17]([CH3:21])([CH3:20])[CH2:16][CH2:15]2)(=O)=O)=CC=1.[I-:22].[Na+], predict the reaction product. The product is: [I:22][CH2:12][CH2:13][CH:14]1[CH2:19][CH2:18][C:17]([CH3:21])([CH3:20])[CH2:16][CH2:15]1. (9) The product is: [CH3:19][C:20]([S@:23]([NH:25][CH:16]([C:4]1[CH:5]=[N:6][C:7]([O:8][CH2:9][C:10]([F:15])([F:14])[CH:11]([F:13])[F:12])=[C:2]([CH3:1])[CH:3]=1)[CH3:17])=[O:24])([CH3:22])[CH3:21]. Given the reactants [CH3:1][C:2]1[CH:3]=[C:4]([C:16](=O)[CH3:17])[CH:5]=[N:6][C:7]=1[O:8][CH2:9][C:10]([F:15])([F:14])[CH:11]([F:13])[F:12].[CH3:19][C:20]([S@:23]([NH2:25])=[O:24])([CH3:22])[CH3:21], predict the reaction product. (10) Given the reactants [NH2:1][C:2]1[C:3]([Cl:11])=[C:4]([CH:8]=[CH:9][CH:10]=1)[C:5](O)=[O:6].CC[N:14](C(C)C)C(C)C.C1C=CC2N(O)N=NC=2C=1.CCN=C=NCCCN(C)C.Cl.N, predict the reaction product. The product is: [NH2:1][C:2]1[C:3]([Cl:11])=[C:4]([CH:8]=[CH:9][CH:10]=1)[C:5]([NH2:14])=[O:6].